From a dataset of Peptide-MHC class II binding affinity with 134,281 pairs from IEDB. Regression. Given a peptide amino acid sequence and an MHC pseudo amino acid sequence, predict their binding affinity value. This is MHC class II binding data. (1) The peptide sequence is GKSSFCDICGEELPT. The MHC is DRB1_0404 with pseudo-sequence DRB1_0404. The binding affinity (normalized) is 0.221. (2) The peptide sequence is ERLAVMGDTAWDFSS. The MHC is HLA-DQA10501-DQB10303 with pseudo-sequence HLA-DQA10501-DQB10303. The binding affinity (normalized) is 0.385. (3) The peptide sequence is SQDLELSWNLNGLQAP. The MHC is DRB1_0401 with pseudo-sequence DRB1_0401. The binding affinity (normalized) is 0.170. (4) The peptide sequence is AASGAATVAAGGYKV. The MHC is DRB1_1501 with pseudo-sequence DRB1_1501. The binding affinity (normalized) is 0.104. (5) The peptide sequence is DVPYLTKRQDKLCGS. The MHC is DRB1_1101 with pseudo-sequence DRB1_1101. The binding affinity (normalized) is 0.478. (6) The peptide sequence is QYENLKYTVIITVHT. The MHC is DRB1_0401 with pseudo-sequence DRB1_0401. The binding affinity (normalized) is 0.574. (7) The peptide sequence is MLHWSLILPGIKAQQ. The MHC is HLA-DQA10601-DQB10402 with pseudo-sequence HLA-DQA10601-DQB10402. The binding affinity (normalized) is 0.198. (8) The peptide sequence is LLKDLEEGIQTLMGR. The MHC is DRB1_0405 with pseudo-sequence DRB1_0405. The binding affinity (normalized) is 0.143. (9) The peptide sequence is NSCAKNYNCKILPNT. The MHC is DRB1_0405 with pseudo-sequence DRB1_0405. The binding affinity (normalized) is 0.350. (10) The peptide sequence is HMAKEDLVANQPNLK. The MHC is HLA-DPA10103-DPB10401 with pseudo-sequence HLA-DPA10103-DPB10401. The binding affinity (normalized) is 0.